Dataset: Full USPTO retrosynthesis dataset with 1.9M reactions from patents (1976-2016). Task: Predict the reactants needed to synthesize the given product. Given the product [C:22]([O:25][CH2:26][C:27]1[C:28]([N:36]2[CH2:48][CH2:47][C:46]3[N:45]4[C:40]([CH2:41][CH2:42][CH2:43][CH2:44]4)=[CH:39][C:38]=3[C:37]2=[O:49])=[N:29][CH:30]=[CH:31][C:32]=1[C:2]1[CH:3]=[C:4]([NH:10][C:11]2[CH:16]=[CH:15][C:14]([CH:17]3[CH2:20][N:19]([CH3:21])[CH2:18]3)=[CH:13][N:12]=2)[C:5](=[O:9])[N:6]([CH3:8])[CH:7]=1)(=[O:24])[CH3:23], predict the reactants needed to synthesize it. The reactants are: Br[C:2]1[CH:3]=[C:4]([NH:10][C:11]2[CH:16]=[CH:15][C:14]([CH:17]3[CH2:20][N:19]([CH3:21])[CH2:18]3)=[CH:13][N:12]=2)[C:5](=[O:9])[N:6]([CH3:8])[CH:7]=1.[C:22]([O:25][CH2:26][C:27]1[C:28]([N:36]2[CH2:48][CH2:47][C:46]3[N:45]4[C:40]([CH2:41][CH2:42][CH2:43][CH2:44]4)=[CH:39][C:38]=3[C:37]2=[O:49])=[N:29][CH:30]=[CH:31][C:32]=1B(O)O)(=[O:24])[CH3:23].[O-]P([O-])([O-])=O.[K+].[K+].[K+].O.